From a dataset of Experimental lipophilicity measurements (octanol/water distribution) for 4,200 compounds from AstraZeneca. Regression/Classification. Given a drug SMILES string, predict its absorption, distribution, metabolism, or excretion properties. Task type varies by dataset: regression for continuous measurements (e.g., permeability, clearance, half-life) or binary classification for categorical outcomes (e.g., BBB penetration, CYP inhibition). For this dataset (lipophilicity_astrazeneca), we predict Y. (1) The molecule is N#Cc1ccc(Cl)cc1S[C@H](CCN)c1ccccc1. The Y is 1.26 logD. (2) The drug is O=C(Nc1ccc(Cl)c(S(=O)(=O)N2CCNCC2)c1O)Nc1cccc(F)c1Cl. The Y is 2.60 logD. (3) The drug is O=C(O)CC(=O)N[C@@H]1c2ccccc2C[C@H]1NC(=O)c1cc2sc(Cl)c(Cl)c2[nH]1. The Y is 1.18 logD. (4) The compound is O=C(O)Cc1ccc(N2CCC(CN3CCC(Oc4ccc(Cl)c(Cl)c4)CC3)CC2)cc1. The Y is 1.83 logD. (5) The compound is CC(=O)Nc1nc(CCc2ccc(NC(=N)N)cc2)cs1. The Y is -0.820 logD. (6) The drug is N=C(N)c1ccc(C(=O)N2CCN(S(=O)(=O)c3ccc4cc(Br)ccc4c3)CC2)cc1. The Y is 0.360 logD. (7) The compound is CN1C(=O)CN=C(c2ccccc2F)c2cc([N+](=O)[O-])ccc21. The Y is 2.10 logD.